The task is: Predict which catalyst facilitates the given reaction.. This data is from Catalyst prediction with 721,799 reactions and 888 catalyst types from USPTO. (1) Reactant: [Cl:1][C:2]1[C:9]([CH3:10])=[C:8](I)[CH:7]=[CH:6][C:3]=1[C:4]#[N:5].[CH:12]1([C@@:15]2([OH:22])[C@H:19]([CH3:20])[NH:18][C:17](=[O:21])[CH2:16]2)[CH2:14][CH2:13]1.C1(P(C2C=CC=CC=2)C2C3OC4C(=CC=CC=4P(C4C=CC=CC=4)C4C=CC=CC=4)C(C)(C)C=3C=CC=2)C=CC=CC=1.C(=O)([O-])[O-].[Cs+].[Cs+]. Product: [Cl:1][C:2]1[C:9]([CH3:10])=[C:8]([N:18]2[C:17](=[O:21])[CH2:16][C@:15]([CH:12]3[CH2:14][CH2:13]3)([OH:22])[C@@H:19]2[CH3:20])[CH:7]=[CH:6][C:3]=1[C:4]#[N:5]. The catalyst class is: 110. (2) Reactant: [Cl:1][C:2]1[CH:3]=[C:4]([C:9]([CH3:15])([CH3:14])[C:10]([O:12]C)=[O:11])[CH:5]=[CH:6][C:7]=1[Cl:8].C1COCC1.O.O.[OH-].[Li+].Cl. Product: [Cl:1][C:2]1[CH:3]=[C:4]([C:9]([CH3:15])([CH3:14])[C:10]([OH:12])=[O:11])[CH:5]=[CH:6][C:7]=1[Cl:8]. The catalyst class is: 27.